From a dataset of NCI-60 drug combinations with 297,098 pairs across 59 cell lines. Regression. Given two drug SMILES strings and cell line genomic features, predict the synergy score measuring deviation from expected non-interaction effect. (1) Drug 1: COC1=C(C=C2C(=C1)N=CN=C2NC3=CC(=C(C=C3)F)Cl)OCCCN4CCOCC4. Drug 2: CN(C(=O)NC(C=O)C(C(C(CO)O)O)O)N=O. Cell line: EKVX. Synergy scores: CSS=27.3, Synergy_ZIP=-4.90, Synergy_Bliss=-3.06, Synergy_Loewe=-17.5, Synergy_HSA=-1.86. (2) Synergy scores: CSS=60.4, Synergy_ZIP=-3.88, Synergy_Bliss=-4.79, Synergy_Loewe=-23.1, Synergy_HSA=-1.38. Drug 2: C1=CC(=CC=C1CCCC(=O)O)N(CCCl)CCCl. Drug 1: C1CN1C2=NC(=NC(=N2)N3CC3)N4CC4. Cell line: RPMI-8226.